This data is from Catalyst prediction with 721,799 reactions and 888 catalyst types from USPTO. The task is: Predict which catalyst facilitates the given reaction. (1) Reactant: [NH2:1][C:2]1[C:3]([C:12]([OH:14])=[O:13])=[CH:4][C:5]2[C:10]([CH:11]=1)=[CH:9][CH:8]=[CH:7][CH:6]=2.C(O)(C)C.[OH-].[Na+]. Product: [NH2:1][C:2]1[C:3]([C:12]([OH:14])=[O:13])=[CH:4][C:5]2[CH2:6][CH2:7][CH2:8][CH2:9][C:10]=2[CH:11]=1. The catalyst class is: 769. (2) Reactant: Cl[C:2]1[C:11]2[C:6](=[CH:7][CH:8]=[CH:9][CH:10]=2)[C:5]([CH2:12][C:13]2[CH:18]=[CH:17][N:16]=[CH:15][CH:14]=2)=[N:4][N:3]=1.[NH2:19][C:20]1[CH:27]=[CH:26][C:23]([C:24]#[N:25])=[CH:22][CH:21]=1.C(=O)([O-])[O-].[K+].[K+]. Product: [C:24]([C:23]1[CH:26]=[CH:27][C:20]([NH:19][C:2]2[C:11]3[C:6](=[CH:7][CH:8]=[CH:9][CH:10]=3)[C:5]([CH2:12][C:13]3[CH:18]=[CH:17][N:16]=[CH:15][CH:14]=3)=[N:4][N:3]=2)=[CH:21][CH:22]=1)#[N:25]. The catalyst class is: 4. (3) Reactant: [O:1]1[CH2:5][CH2:4][CH2:3][C@@H:2]1[CH2:6]O.[NH:8]([C:17]([O:19][C:20]([CH3:23])([CH3:22])[CH3:21])=[O:18])[NH:9][C:10]([O:12][C:13]([CH3:16])([CH3:15])[CH3:14])=[O:11].C1(P(C2C=CC=CC=2)C2C=CC=CC=2)C=CC=CC=1.N(/C(OC(C)(C)C)=O)=N\C(OC(C)(C)C)=O. Product: [O:1]1[CH2:5][CH2:4][CH2:3][C@@H:2]1[CH2:6][N:8]([C:17]([O:19][C:20]([CH3:23])([CH3:22])[CH3:21])=[O:18])[NH:9][C:10]([O:12][C:13]([CH3:14])([CH3:15])[CH3:16])=[O:11]. The catalyst class is: 20. (4) Reactant: Cl[CH2:2][C:3]([N:5]([CH3:7])[CH3:6])=[O:4].[C:8]1([C:32]2[CH:37]=[CH:36][CH:35]=[CH:34][CH:33]=2)[CH:13]=[CH:12][C:11]([CH2:14][C@@H:15]([NH:24]C(OC(C)(C)C)=O)[CH2:16][C@:17]([CH2:22][OH:23])([CH3:21])[C:18]([OH:20])=[O:19])=[CH:10][CH:9]=1.CCN(CC)CC. Product: [CH3:6][N:5]([CH3:7])[C:3]([CH2:2][O:20][C:18](=[O:19])[C@@:17]([CH2:22][OH:23])([CH3:21])[CH2:16][C@H:15]([NH2:24])[CH2:14][C:11]1[CH:12]=[CH:13][C:8]([C:32]2[CH:37]=[CH:36][CH:35]=[CH:34][CH:33]=2)=[CH:9][CH:10]=1)=[O:4]. The catalyst class is: 21. (5) Reactant: [NH:1]1[C:5]2[CH:6]=[C:7]([C:10]3[O:14][C:13]([SH:15])=[N:12][N:11]=3)[CH:8]=[CH:9][C:4]=2[N:3]=[CH:2]1.[CH3:16]I. Product: [CH3:16][S:15][C:13]1[O:14][C:10]([C:7]2[CH:8]=[CH:9][C:4]3[NH:3][CH:2]=[N:1][C:5]=3[CH:6]=2)=[N:11][N:12]=1. The catalyst class is: 14. (6) The catalyst class is: 2. Reactant: [C:1]([NH:4][C:5]1[N:10]=[C:9]([CH3:11])[N:8]=[C:7]([C:12]2[N:16]3[N:17]=[CH:18][CH:19]=[CH:20][C:15]3=[N:14][C:13]=2[NH:21][C:22]2[CH:26]=[CH:25][N:24](C(OC(C)(C)C)=O)[N:23]=2)[CH:6]=1)(=[O:3])[CH3:2].C(O)(C(F)(F)F)=O. Product: [NH:24]1[CH:25]=[CH:26][C:22]([NH:21][C:13]2[N:14]=[C:15]3[CH:20]=[CH:19][CH:18]=[N:17][N:16]3[C:12]=2[C:7]2[N:8]=[C:9]([CH3:11])[N:10]=[C:5]([NH:4][C:1](=[O:3])[CH3:2])[CH:6]=2)=[N:23]1.